Dataset: Full USPTO retrosynthesis dataset with 1.9M reactions from patents (1976-2016). Task: Predict the reactants needed to synthesize the given product. (1) Given the product [S:22]1[C:26]2[CH:27]=[C:28]([NH:31][C:32]([N:34]3[CH2:39][CH2:38][NH:37][CH2:36][CH:35]3[CH2:47][O:48][C:49]3[CH:50]=[N:51][CH:52]=[CH:53][CH:54]=3)=[O:33])[CH:29]=[CH:30][C:25]=2[N:24]=[CH:23]1, predict the reactants needed to synthesize it. The reactants are: Cl.O1CCOCC1.OC(C(F)(F)F)=O.OC(C(F)(F)F)=O.[S:22]1[C:26]2[CH:27]=[C:28]([NH:31][C:32]([N:34]3[CH2:39][CH2:38][N:37](C(OC(C)(C)C)=O)[CH2:36][CH:35]3[CH2:47][O:48][C:49]3[CH:50]=[N:51][CH:52]=[CH:53][CH:54]=3)=[O:33])[CH:29]=[CH:30][C:25]=2[N:24]=[CH:23]1. (2) The reactants are: [CH3:1][O:2][C:3]1[CH:8]=[CH:7][C:6]([C:9]2[C:14]([CH3:15])=[C:13]([C:16]([F:19])([F:18])[F:17])[N:12]3[N:20]=[CH:21][C:22]([C:23]([OH:25])=O)=[C:11]3[N:10]=2)=[CH:5][CH:4]=1.CN(C(ON1N=NC2C=CC=NC1=2)=[N+](C)C)C.F[P-](F)(F)(F)(F)F.CCN(C(C)C)C(C)C.[CH3:59][C@H:60]1[NH:65][CH2:64][CH2:63][N:62]([C@@H:66]([C:68]2[CH:73]=[C:72]([F:74])[C:71]([F:75])=[C:70]([F:76])[CH:69]=2)[CH3:67])[CH2:61]1. Given the product [CH3:1][O:2][C:3]1[CH:8]=[CH:7][C:6]([C:9]2[C:14]([CH3:15])=[C:13]([C:16]([F:19])([F:17])[F:18])[N:12]3[N:20]=[CH:21][C:22]([C:23]([N:65]4[CH2:64][CH2:63][N:62]([C@@H:66]([C:68]5[CH:69]=[C:70]([F:76])[C:71]([F:75])=[C:72]([F:74])[CH:73]=5)[CH3:67])[CH2:61][C@H:60]4[CH3:59])=[O:25])=[C:11]3[N:10]=2)=[CH:5][CH:4]=1, predict the reactants needed to synthesize it. (3) Given the product [CH3:9][O:10][CH2:11][CH2:12][NH:13][C:15]1[CH:20]=[CH:19][CH:18]=[CH:17][CH:16]=1, predict the reactants needed to synthesize it. The reactants are: [O-]P([O-])([O-])=O.[K+].[K+].[K+].[CH3:9][O:10][CH2:11][CH2:12][NH2:13].I[C:15]1[CH:20]=[CH:19][CH:18]=[CH:17][CH:16]=1.C(O)CO. (4) The reactants are: N1C2C(=CC=CC=2)C=N1.[F:10][C:11]([F:22])([F:21])[C:12]1[CH:13]=[C:14]2[C:18](=[CH:19][CH:20]=1)[NH:17][N:16]=[CH:15]2.C([O-])([O-])=O.[K+].[K+].[Cl:29][C:30]1[CH:37]=[CH:36][C:33]([CH2:34]Br)=[CH:32][CH:31]=1. Given the product [Cl:29][C:30]1[CH:37]=[CH:36][C:33]([CH2:34][N:17]2[C:18]3[C:14](=[CH:13][C:12]([C:11]([F:10])([F:21])[F:22])=[CH:20][CH:19]=3)[CH:15]=[N:16]2)=[CH:32][CH:31]=1.[Cl:29][C:30]1[CH:37]=[CH:36][C:33]([CH2:34][N:16]2[CH:15]=[C:14]3[C:18]([CH:19]=[CH:20][C:12]([C:11]([F:10])([F:21])[F:22])=[CH:13]3)=[N:17]2)=[CH:32][CH:31]=1, predict the reactants needed to synthesize it. (5) Given the product [C:1]([N:5]1[C:9]([C:10]2[CH:15]=[CH:14][C:13]([Cl:16])=[CH:12][CH:11]=2)=[CH:8][C:7]([CH2:17][CH2:18][CH2:19][N:32]2[CH2:33][CH2:34][N:29]([C:24]3[CH:25]=[CH:26][C:27]([CH3:28])=[C:22]([CH3:21])[CH:23]=3)[CH2:30][CH2:31]2)=[N:6]1)([CH3:4])([CH3:3])[CH3:2], predict the reactants needed to synthesize it. The reactants are: [C:1]([N:5]1[C:9]([C:10]2[CH:15]=[CH:14][C:13]([Cl:16])=[CH:12][CH:11]=2)=[CH:8][C:7]([CH2:17][CH2:18][CH:19]=O)=[N:6]1)([CH3:4])([CH3:3])[CH3:2].[CH3:21][C:22]1[CH:23]=[C:24]([N:29]2[CH2:34][CH2:33][NH:32][CH2:31][CH2:30]2)[CH:25]=[CH:26][C:27]=1[CH3:28].CCN(C(C)C)C(C)C.[BH-](OC(C)=O)(OC(C)=O)OC(C)=O.[Na+]. (6) The reactants are: [OH-].[Na+].[NH2:3][C@@H:4]([C:9]([OH:11])=[O:10])[C:5]([CH3:8])([CH3:7])[CH3:6].[OH-].[NH4+].N. Given the product [NH2:3][CH:4]([C:9]([OH:11])=[O:10])[C:5]([CH3:8])([CH3:7])[CH3:6], predict the reactants needed to synthesize it. (7) Given the product [Cl:30][C:24]1[CH:23]=[C:22]([C:19]2[CH:20]=[CH:21][N:17]([CH2:16][C@H:15]([NH:14][C:6]([C:4]3[N:3]=[C:2]([C:9]([O:11][CH2:12][CH3:13])=[O:10])[S:1][CH:5]=3)=[O:8])[CH3:31])[N:18]=2)[CH:29]=[CH:28][C:25]=1[C:26]#[N:27], predict the reactants needed to synthesize it. The reactants are: [S:1]1[CH:5]=[C:4]([C:6]([O-:8])=O)[N:3]=[C:2]1[C:9]([O:11][CH2:12][CH3:13])=[O:10].[NH2:14][C@H:15]([CH3:31])[CH2:16][N:17]1[CH:21]=[CH:20][C:19]([C:22]2[CH:29]=[CH:28][C:25]([C:26]#[N:27])=[C:24]([Cl:30])[CH:23]=2)=[N:18]1. (8) The reactants are: Br[C:2]1[CH:24]=[CH:23][C:5]2[C:6]3[N:10]([CH2:11][CH2:12][O:13][C:4]=2[CH:3]=1)[CH:9]=[C:8]([C:14]1[N:15]([CH:20]([CH3:22])[CH3:21])[N:16]=[C:17]([CH3:19])[N:18]=1)[N:7]=3.[CH3:25][N:26]([CH3:42])[C:27]1[N:32]=[CH:31][C:30](B2OC(C)(C)C(C)(C)O2)=[CH:29][N:28]=1. Given the product [CH:20]([N:15]1[C:14]([C:8]2[N:7]=[C:6]3[C:5]4[CH:23]=[CH:24][C:2]([C:30]5[CH:29]=[N:28][C:27]([N:26]([CH3:42])[CH3:25])=[N:32][CH:31]=5)=[CH:3][C:4]=4[O:13][CH2:12][CH2:11][N:10]3[CH:9]=2)=[N:18][C:17]([CH3:19])=[N:16]1)([CH3:22])[CH3:21], predict the reactants needed to synthesize it. (9) The reactants are: [C:1]([O:5][C:6](=[O:19])[NH:7][C:8]1[CH:13]=[C:12](Cl)[C:11]([I:15])=[CH:10][C:9]=1[N+:16]([O-:18])=[O:17])([CH3:4])([CH3:3])[CH3:2].[CH3:20][NH:21][CH3:22]. Given the product [C:1]([O:5][C:6](=[O:19])[NH:7][C:8]1[CH:13]=[C:12]([N:21]([CH3:22])[CH3:20])[C:11]([I:15])=[CH:10][C:9]=1[N+:16]([O-:18])=[O:17])([CH3:4])([CH3:3])[CH3:2], predict the reactants needed to synthesize it. (10) The reactants are: [C:1]1([SH:7])[CH:6]=[CH:5][CH:4]=[CH:3][CH:2]=1.Br[CH2:9][C:10]([CH3:15])([CH3:14])[C:11]([OH:13])=[O:12].[F-].[K+]. Given the product [CH3:9][C:10]([CH3:15])([CH2:14][S:7][C:1]1[CH:6]=[CH:5][CH:4]=[CH:3][CH:2]=1)[C:11]([OH:13])=[O:12], predict the reactants needed to synthesize it.